From a dataset of Reaction yield outcomes from USPTO patents with 853,638 reactions. Predict the reaction yield, written as a fraction of the theoretical maximum amount of product (1.0 means a 100% yield; for example, 0.34 means a 34% yield). (1) The reactants are [CH2:1]([OH:5])[C:2](=[CH2:4])[CH3:3].F[C:7]1[CH:8]=[C:9]([CH3:16])[CH:10]=[CH:11][C:12]=1[N+:13]([O-:15])=[O:14].[CH3:17][C:18]1[CH:24]=[CH:23][C:21]([NH2:22])=[C:20]([O:25][CH2:26][C:27]([CH3:29])=[CH2:28])[CH:19]=1.[NH2:30][C:31]1[S:32][CH:33]=[CH:34][N:35]=1. No catalyst specified. The product is [CH3:4][C:2](=[CH2:3])[CH2:1][O:5][C:7]1[CH:8]=[C:9]([CH3:16])[CH:10]=[CH:11][C:12]=1[N+:13]([O-:15])=[O:14].[CH3:17][C:18]1[CH:24]=[CH:23][C:21]([NH:22][C:1]([NH:30][C:31]2[S:32][CH:33]=[CH:34][N:35]=2)=[O:5])=[C:20]([O:25][CH2:26][C:27]([CH3:29])=[CH2:28])[CH:19]=1. The yield is 0.750. (2) The reactants are [C:1]([O:5][C:6]([N:8]1[C@H:13]([CH3:14])[CH2:12][N:11](C(OCC2C=CC=CC=2)=O)[C@@H:10]([CH2:25][O:26][CH3:27])[CH2:9]1)=[O:7])([CH3:4])([CH3:3])[CH3:2]. The catalyst is [Pd].CO. The product is [C:1]([O:5][C:6]([N:8]1[CH2:9][C@H:10]([CH2:25][O:26][CH3:27])[NH:11][CH2:12][C@H:13]1[CH3:14])=[O:7])([CH3:4])([CH3:3])[CH3:2]. The yield is 0.990. (3) The reactants are [CH3:1][C:2]([OH:8])([CH2:4][CH2:5][C:6]#[CH:7])[CH3:3].Br[C:10]#[C:11][Si:12]([CH3:15])([CH3:14])[CH3:13]. The catalyst is N1CCCCC1.[Cu]I. The product is [CH3:1][C:2]([OH:8])([CH2:4][CH2:5][C:6]#[C:7][C:10]#[C:11][Si:12]([CH3:15])([CH3:14])[CH3:13])[CH3:3]. The yield is 0.424. (4) The reactants are [C:1]([C:5]1[CH:10]=[CH:9][CH:8]=[CH:7][C:6]=1[N:11]1[CH2:16][CH2:15][N:14]([C:17](=[O:21])[C:18](O)=[O:19])[CH2:13][CH2:12]1)([CH3:4])([CH3:3])[CH3:2].Cl.[NH2:23][CH2:24][C:25]([O:27][CH2:28][C:29]1[CH:34]=[CH:33][CH:32]=[CH:31][CH:30]=1)=[O:26].CCN=C=NCCCN(C)C.C1C=CC2N(O)N=NC=2C=1.C(N(CC)CC)C.C(=O)([O-])O.[Na+]. The catalyst is C(#N)C. The product is [C:1]([C:5]1[CH:10]=[CH:9][CH:8]=[CH:7][C:6]=1[N:11]1[CH2:16][CH2:15][N:14]([C:17](=[O:21])[C:18]([NH:23][CH2:24][C:25]([O:27][CH2:28][C:29]2[CH:34]=[CH:33][CH:32]=[CH:31][CH:30]=2)=[O:26])=[O:19])[CH2:13][CH2:12]1)([CH3:3])([CH3:2])[CH3:4]. The yield is 0.830.